This data is from Forward reaction prediction with 1.9M reactions from USPTO patents (1976-2016). The task is: Predict the product of the given reaction. (1) Given the reactants [Br:1][C:2]1[CH:10]=[CH:9][CH:8]=[C:7]([O:11][CH3:12])[C:3]=1[C:4](O)=[O:5].CSC, predict the reaction product. The product is: [Br:1][C:2]1[CH:10]=[CH:9][CH:8]=[C:7]([O:11][CH3:12])[C:3]=1[CH2:4][OH:5]. (2) Given the reactants C([O:3][C:4](=[O:28])[CH:5]([C:10]1[CH:11]=[C:12]([C:21]2[CH:26]=[CH:25][CH:24]=[C:23]([CH3:27])[CH:22]=2)[C:13]([O:16][CH2:17][CH:18]2[CH2:20][CH2:19]2)=[CH:14][CH:15]=1)[CH2:6][CH:7]([CH3:9])[CH3:8])C.O.[OH-].[Li+], predict the reaction product. The product is: [CH:18]1([CH2:17][O:16][C:13]2[C:12]([C:21]3[CH:26]=[CH:25][CH:24]=[C:23]([CH3:27])[CH:22]=3)=[CH:11][C:10]([CH:5]([CH2:6][CH:7]([CH3:9])[CH3:8])[C:4]([OH:28])=[O:3])=[CH:15][CH:14]=2)[CH2:19][CH2:20]1. (3) The product is: [CH3:1][N:2]1[CH:6]=[C:5]([CH:7]=[CH:10][C:11]([OH:13])=[O:12])[CH:4]=[N:3]1. Given the reactants [CH3:1][N:2]1[CH:6]=[C:5]([CH:7]=O)[CH:4]=[N:3]1.C(O)(=O)[CH2:10][C:11]([OH:13])=[O:12].N1CCCCC1.N.Cl, predict the reaction product. (4) Given the reactants [C:1]([O:5][C:6]([N:8]1[CH2:13][CH2:12][CH:11]([C:14]2[CH:15]=[C:16]3[C:25](=[CH:26][CH:27]=2)[O:24][CH2:23][C:22]2[N:17]3[CH:18]([CH3:29])[C:19](=[O:28])[NH:20][N:21]=2)[CH2:10][CH2:9]1)=[O:7])([CH3:4])([CH3:3])[CH3:2].[Br-:30].[Br-].[Br-].C([N+](CCCC)(CCCC)CCCC)CCC.C([N+](CCCC)(CCCC)CCCC)CCC.C([N+](CCCC)(CCCC)CCCC)CCC, predict the reaction product. The product is: [C:1]([O:5][C:6]([N:8]1[CH2:13][CH2:12][CH:11]([C:14]2[CH:15]=[C:16]3[C:25](=[CH:26][C:27]=2[Br:30])[O:24][CH2:23][C:22]2[N:17]3[CH:18]([CH3:29])[C:19](=[O:28])[NH:20][N:21]=2)[CH2:10][CH2:9]1)=[O:7])([CH3:4])([CH3:2])[CH3:3].